Dataset: Forward reaction prediction with 1.9M reactions from USPTO patents (1976-2016). Task: Predict the product of the given reaction. (1) Given the reactants [CH:1]([C@:4]1([C:10]([N:12]2[CH2:17][CH2:16][N:15]([C:18]3[CH:23]=[C:22]([C:24]([F:27])([F:26])[F:25])[CH:21]=[C:20]([CH3:28])[N:19]=3)[CH2:14][CH2:13]2)=[O:11])[CH2:8][CH2:7][C@@H:6]([NH2:9])[CH2:5]1)([CH3:3])[CH3:2].[CH3:29][CH:30]1[C:35](=O)[CH2:34][CH2:33][O:32][CH2:31]1.C(N(CC)CC)C.C(O[BH-](OC(=O)C)OC(=O)C)(=O)C.[Na+], predict the reaction product. The product is: [CH:1]([C@:4]1([C:10]([N:12]2[CH2:13][CH2:14][N:15]([C:18]3[CH:23]=[C:22]([C:24]([F:27])([F:25])[F:26])[CH:21]=[C:20]([CH3:28])[N:19]=3)[CH2:16][CH2:17]2)=[O:11])[CH2:8][CH2:7][C@@H:6]([NH:9][CH:35]2[CH2:34][CH2:33][O:32][CH2:31][CH:30]2[CH3:29])[CH2:5]1)([CH3:3])[CH3:2]. (2) Given the reactants C([O:5][C:6]([NH:8][CH2:9][CH2:10][C@@H:11]1[C:15]2[C:16]3[N:17]([N:20]=[C:21]([CH3:28])[C:22]=3C(OCC)=O)[CH:18]=[CH:19][C:14]=2[CH2:13][CH2:12]1)=O)(C)(C)C.[CH2:29](N(CC)CC)C.C(OC(=O)C)(=O)C.O, predict the reaction product. The product is: [CH3:28][C:21]1[CH:22]=[C:16]2[C:15]3[C@@H:11]([CH2:10][CH2:9][NH:8][C:6](=[O:5])[CH3:29])[CH2:12][CH2:13][C:14]=3[CH:19]=[CH:18][N:17]2[N:20]=1. (3) Given the reactants Br[C:2]1[CH:3]=[C:4]([S:11]([NH:14][C:15]([CH3:18])([CH3:17])[CH3:16])(=[O:13])=[O:12])[CH:5]=[C:6]([N+:8]([O-:10])=[O:9])[CH:7]=1.[C:19]([C:21]1[CH:22]=[C:23]([CH:25]=[CH:26][CH:27]=1)[NH2:24])#[CH:20], predict the reaction product. The product is: [NH2:24][C:23]1[CH:22]=[C:21]([C:19]#[C:20][C:2]2[CH:3]=[C:4]([S:11]([NH:14][C:15]([CH3:18])([CH3:17])[CH3:16])(=[O:13])=[O:12])[CH:5]=[C:6]([N+:8]([O-:10])=[O:9])[CH:7]=2)[CH:27]=[CH:26][CH:25]=1. (4) Given the reactants O.CO[CH:4]1[O:10][C@H:9]([CH:11]([CH3:21])[O:12][C:13](=[O:20])[C:14]2[CH:19]=[CH:18][CH:17]=[CH:16][CH:15]=2)[C@@:7]([C:22](=[O:29])[C:23]2[CH:28]=[CH:27][CH:26]=[CH:25][CH:24]=2)([OH:8])[C@@:5]1([C:30](=[O:37])[C:31]1[CH:36]=[CH:35][CH:34]=[CH:33][CH:32]=1)[OH:6].OS(O)(=O)=O.[CH3:43][C:44]([OH:46])=[O:45], predict the reaction product. The product is: [C:44]([O:46][CH:4]1[O:10][C@H:9]([CH:11]([CH3:21])[O:12][C:13](=[O:20])[C:14]2[CH:19]=[CH:18][CH:17]=[CH:16][CH:15]=2)[C@@:7]([C:22](=[O:29])[C:23]2[CH:24]=[CH:25][CH:26]=[CH:27][CH:28]=2)([OH:8])[C@@:5]1([C:30](=[O:37])[C:31]1[CH:32]=[CH:33][CH:34]=[CH:35][CH:36]=1)[OH:6])(=[O:45])[CH3:43]. (5) Given the reactants [CH2:1]([CH:8]1[C:17]2[C:12](=[CH:13][C:14]([O:20][CH3:21])=[C:15]([O:18][CH3:19])[CH:16]=2)[CH2:11][CH2:10][NH:9]1)[C:2]1[CH:7]=[CH:6][CH:5]=[CH:4][CH:3]=1.Br[CH2:23][C:24](Br)=[O:25].[Cl:27][C:28]1[CH:35]=[CH:34][CH:33]=[CH:32][C:29]=1[CH2:30][NH2:31], predict the reaction product. The product is: [CH2:1]([CH:8]1[C:17]2[C:12](=[CH:13][C:14]([O:20][CH3:21])=[C:15]([O:18][CH3:19])[CH:16]=2)[CH2:11][CH2:10][N:9]1[CH2:23][C:24]([NH:31][CH2:30][C:29]1[CH:32]=[CH:33][CH:34]=[CH:35][C:28]=1[Cl:27])=[O:25])[C:2]1[CH:3]=[CH:4][CH:5]=[CH:6][CH:7]=1.